From a dataset of Reaction yield outcomes from USPTO patents with 853,638 reactions. Predict the reaction yield, written as a fraction of the theoretical maximum amount of product (1.0 means a 100% yield; for example, 0.34 means a 34% yield). (1) The reactants are [CH2:1]([C:4]1[CH:9]=[CH:8][C:7]([F:10])=[C:6]([C:11]2[CH:16]=[CH:15][C:14]([Cl:17])=[CH:13][C:12]=2[Cl:18])[C:5]=1[OH:19])[CH:2]=[CH2:3]. The catalyst is C(Cl)Cl.CC1C=CC=CC=1[P](C1C=CC=CC=1C)([Pd](Cl)(Cl)[P](C1=C(C)C=CC=C1)(C1C=CC=CC=1C)C1C=CC=CC=1C)C1C=CC=CC=1C. The product is [Cl:18][C:12]1[CH:13]=[C:14]([Cl:17])[CH:15]=[CH:16][C:11]=1[C:6]1[C:5]([OH:19])=[C:4]([CH:1]=[CH:2][CH3:3])[CH:9]=[CH:8][C:7]=1[F:10]. The yield is 0.730. (2) The reactants are C[O:2][C:3](=[O:28])[C:4]1[CH:9]=[CH:8][C:7]([O:10][CH2:11][CH2:12][CH2:13]Br)=[CH:6][C:5]=1[NH:15][C:16](=[O:27])[C:17]1[CH:22]=[CH:21][CH:20]=[CH:19][C:18]=1[C:23]([F:26])([F:25])[F:24].[C:29]([C:33]1[CH:41]=[CH:40][C:36]([CH:37]=[N:38][OH:39])=[CH:35][CH:34]=1)([CH3:32])([CH3:31])[CH3:30]. No catalyst specified. The product is [C:29]([C:33]1[CH:41]=[CH:40][C:36](/[CH:37]=[N:38]/[O:39][CH2:13][CH2:12][CH2:11][O:10][C:7]2[CH:8]=[CH:9][C:4]([C:3]([OH:2])=[O:28])=[C:5]([NH:15][C:16](=[O:27])[C:17]3[CH:22]=[CH:21][CH:20]=[CH:19][C:18]=3[C:23]([F:24])([F:26])[F:25])[CH:6]=2)=[CH:35][CH:34]=1)([CH3:32])([CH3:30])[CH3:31]. The yield is 0.640. (3) The reactants are [Br:1][C:2]1[N:3]=[C:4](Br)[C:5]2[N:6]([CH:8]=[CH:9][N:10]=2)[CH:7]=1.CO.[CH3:14][S-:15].[Na+]. The catalyst is O. The product is [Br:1][C:2]1[N:3]=[C:4]([S:15][CH3:14])[C:5]2[N:6]([CH:8]=[CH:9][N:10]=2)[CH:7]=1. The yield is 0.720. (4) The reactants are [NH2:1][C:2]1[CH:7]=[CH:6][C:5]([NH:8][C:9]2[N:14]=[C:13]([NH:15][C:16]3[CH:25]=[CH:24][CH:23]=[CH:22][C:17]=3[C:18]([NH:20][CH3:21])=[O:19])[C:12]([Cl:26])=[CH:11][N:10]=2)=[C:4]([O:27][CH3:28])[CH:3]=1.Cl. No catalyst specified. The product is [ClH:26].[NH2:1][C:2]1[CH:7]=[CH:6][C:5]([NH:8][C:9]2[N:14]=[C:13]([NH:15][C:16]3[CH:25]=[CH:24][CH:23]=[CH:22][C:17]=3[C:18]([NH:20][CH3:21])=[O:19])[C:12]([Cl:26])=[CH:11][N:10]=2)=[C:4]([O:27][CH3:28])[CH:3]=1. The yield is 0.650.